Dataset: NCI-60 drug combinations with 297,098 pairs across 59 cell lines. Task: Regression. Given two drug SMILES strings and cell line genomic features, predict the synergy score measuring deviation from expected non-interaction effect. (1) Synergy scores: CSS=10.5, Synergy_ZIP=-5.37, Synergy_Bliss=-3.94, Synergy_Loewe=-16.7, Synergy_HSA=-3.67. Cell line: A498. Drug 1: C1CN1C2=NC(=NC(=N2)N3CC3)N4CC4. Drug 2: C1CNP(=O)(OC1)N(CCCl)CCCl. (2) Drug 1: C1=CN(C(=O)N=C1N)C2C(C(C(O2)CO)O)O.Cl. Drug 2: CC1=C(C(=CC=C1)Cl)NC(=O)C2=CN=C(S2)NC3=CC(=NC(=N3)C)N4CCN(CC4)CCO. Cell line: MOLT-4. Synergy scores: CSS=77.0, Synergy_ZIP=3.97, Synergy_Bliss=3.77, Synergy_Loewe=-5.21, Synergy_HSA=4.24. (3) Drug 1: C1=NC2=C(N1)C(=S)N=C(N2)N. Drug 2: C1C(C(OC1N2C=C(C(=O)NC2=O)F)CO)O. Cell line: IGROV1. Synergy scores: CSS=42.7, Synergy_ZIP=-15.0, Synergy_Bliss=-5.96, Synergy_Loewe=-9.75, Synergy_HSA=-2.56. (4) Drug 1: CN1CCC(CC1)COC2=C(C=C3C(=C2)N=CN=C3NC4=C(C=C(C=C4)Br)F)OC. Drug 2: CC1C(C(CC(O1)OC2CC(OC(C2O)C)OC3=CC4=CC5=C(C(=O)C(C(C5)C(C(=O)C(C(C)O)O)OC)OC6CC(C(C(O6)C)O)OC7CC(C(C(O7)C)O)OC8CC(C(C(O8)C)O)(C)O)C(=C4C(=C3C)O)O)O)O. Cell line: LOX IMVI. Synergy scores: CSS=17.3, Synergy_ZIP=-0.0706, Synergy_Bliss=3.82, Synergy_Loewe=6.86, Synergy_HSA=5.73. (5) Drug 1: CN(C)N=NC1=C(NC=N1)C(=O)N. Drug 2: C1CNP(=O)(OC1)N(CCCl)CCCl. Cell line: UACC62. Synergy scores: CSS=-4.38, Synergy_ZIP=-0.934, Synergy_Bliss=-7.00, Synergy_Loewe=-6.57, Synergy_HSA=-6.32.